From a dataset of Catalyst prediction with 721,799 reactions and 888 catalyst types from USPTO. Predict which catalyst facilitates the given reaction. (1) Reactant: [NH2:1][C:2]1[C:7]([CH3:8])=[CH:6][C:5]([Br:9])=[CH:4][N:3]=1.Cl[C@@H:11]([CH2:14][CH2:15][CH2:16][O:17][CH3:18])[CH:12]=O.C(=O)(O)[O-].[Na+]. Product: [Br:9][C:5]1[CH:6]=[C:7]([CH3:8])[C:2]2[N:3]([C:11]([CH2:14][CH2:15][CH2:16][O:17][CH3:18])=[CH:12][N:1]=2)[CH:4]=1. The catalyst class is: 8. (2) Reactant: C([O:3][C:4]([CH:6]1[CH2:11][N:10]([C:12]([N:14]2[CH2:19][CH2:18][O:17][CH2:16][CH2:15]2)=[O:13])[CH2:9][CH2:8][N:7]1[S:20]([C:23]1[CH:28]=[CH:27][C:26]([O:29][CH2:30][C:31]#[C:32][CH3:33])=[CH:25][CH:24]=1)(=[O:22])=[O:21])=[O:5])C.O.[OH-].[Li+]. Product: [CH2:30]([O:29][C:26]1[CH:25]=[CH:24][C:23]([S:20]([N:7]2[CH2:8][CH2:9][N:10]([C:12]([N:14]3[CH2:19][CH2:18][O:17][CH2:16][CH2:15]3)=[O:13])[CH2:11][CH:6]2[C:4]([OH:5])=[O:3])(=[O:22])=[O:21])=[CH:28][CH:27]=1)[C:31]#[C:32][CH3:33]. The catalyst class is: 87.